This data is from Forward reaction prediction with 1.9M reactions from USPTO patents (1976-2016). The task is: Predict the product of the given reaction. The product is: [CH3:25][N:23]([CH2:22][C:21]1[N:16]2[C:15](=[O:26])[N:14]([CH:11]3[CH2:12][CH2:13][NH:8][CH2:9][CH2:10]3)[CH2:18][C:17]2=[CH:19][N:20]=1)[CH3:24]. Given the reactants C([N:8]1[CH2:13][CH2:12][CH:11]([N:14]2[CH2:18][C:17]3=[CH:19][N:20]=[C:21]([CH2:22][N:23]([CH3:25])[CH3:24])[N:16]3[C:15]2=[O:26])[CH2:10][CH2:9]1)C1C=CC=CC=1.C([O-])=O.[NH4+], predict the reaction product.